Dataset: Forward reaction prediction with 1.9M reactions from USPTO patents (1976-2016). Task: Predict the product of the given reaction. (1) Given the reactants [CH2:1]([O:3][C:4](=[O:16])[CH2:5][O:6][C:7]1[CH:12]=[CH:11][C:10]([Br:13])=[CH:9][C:8]=1[CH:14]=O)[CH3:2].Cl.[CH2:18]([O:20][C:21](=[O:24])[CH2:22][NH2:23])[CH3:19].CCN(CC)CC.O, predict the reaction product. The product is: [CH2:1]([O:3][C:4](=[O:16])[CH2:5][O:6][C:7]1[CH:12]=[CH:11][C:10]([Br:13])=[CH:9][C:8]=1/[CH:14]=[N:23]/[CH2:22][C:21]([O:20][CH2:18][CH3:19])=[O:24])[CH3:2]. (2) Given the reactants Cl[C:2]1[CH:11]=[C:10]([N:12]2[CH2:17][CH2:16][O:15][CH2:14][CH2:13]2)[C:9]2[C:4](=[CH:5][CH:6]=[C:7]([O:18][CH3:19])[CH:8]=2)[N:3]=1.Cl.[NH2:21][C@H:22]1[CH2:26][CH2:25][N:24]([C:27](=[O:40])[CH2:28][C:29]2[CH:34]=[CH:33][C:32]([O:35][C:36]([F:39])([F:38])[F:37])=[CH:31][CH:30]=2)[CH2:23]1.O1CCOCC1.CC(C)([O-])C.[Na+], predict the reaction product. The product is: [CH3:19][O:18][C:7]1[CH:8]=[C:9]2[C:4](=[CH:5][CH:6]=1)[N:3]=[C:2]([NH:21][C@H:22]1[CH2:26][CH2:25][N:24]([C:27](=[O:40])[CH2:28][C:29]3[CH:30]=[CH:31][C:32]([O:35][C:36]([F:37])([F:38])[F:39])=[CH:33][CH:34]=3)[CH2:23]1)[CH:11]=[C:10]2[N:12]1[CH2:17][CH2:16][O:15][CH2:14][CH2:13]1. (3) Given the reactants [F:1][C:2]([F:17])([CH2:10][C:11]1[CH:16]=[CH:15][CH:14]=[CH:13][CH:12]=1)[CH2:3][N:4]1[CH2:8][CH2:7][CH:6]([NH2:9])[CH2:5]1.CCN(C(C)C)C(C)C.Cl[C:28]1[N:33]=[CH:32][N:31]=[C:30]2[N:34](C3CCCCO3)[N:35]=[CH:36][C:29]=12, predict the reaction product. The product is: [F:17][C:2]([F:1])([CH2:10][C:11]1[CH:16]=[CH:15][CH:14]=[CH:13][CH:12]=1)[CH2:3][N:4]1[CH2:8][CH2:7][CH:6]([NH:9][C:28]2[N:33]=[CH:32][N:31]=[C:30]3[NH:34][N:35]=[CH:36][C:29]=23)[CH2:5]1. (4) Given the reactants Cl[C:2]1[C:7]([CH:8]([CH2:13][CH2:14][CH3:15])[C:9]([O:11][CH3:12])=[O:10])=[C:6]([CH3:16])[N:5]=[C:4]([N:17]2[CH2:22][CH2:21][CH2:20][CH2:19][CH2:18]2)[N:3]=1.C(N(CC)C(C)C)(C)C.[Cl:32][C:33]1[CH:38]=[CH:37][C:36](B(O)O)=[C:35]([F:42])[CH:34]=1, predict the reaction product. The product is: [Cl:32][C:33]1[CH:38]=[CH:37][C:36]([C:2]2[C:7]([CH:8]([CH2:13][CH2:14][CH3:15])[C:9]([O:11][CH3:12])=[O:10])=[C:6]([CH3:16])[N:5]=[C:4]([N:17]3[CH2:22][CH2:21][CH2:20][CH2:19][CH2:18]3)[N:3]=2)=[C:35]([F:42])[CH:34]=1. (5) Given the reactants [Li+].[OH-].C[O:4][C:5]([C:7]1[CH2:8][N:9]([C:35]([O:37][C:38]([CH3:41])([CH3:40])[CH3:39])=[O:36])[CH2:10][CH2:11][C:12]=1[C:13]1[CH:18]=[CH:17][C:16]([O:19][CH2:20][C:21]2[O:25][N:24]=[C:23]([C:26]3[C:31]([F:32])=[CH:30][CH:29]=[C:28]([F:33])[C:27]=3[Cl:34])[CH:22]=2)=[CH:15][CH:14]=1)=[O:6].Cl, predict the reaction product. The product is: [C:38]([O:37][C:35]([N:9]1[CH2:10][CH2:11][C:12]([C:13]2[CH:14]=[CH:15][C:16]([O:19][CH2:20][C:21]3[O:25][N:24]=[C:23]([C:26]4[C:31]([F:32])=[CH:30][CH:29]=[C:28]([F:33])[C:27]=4[Cl:34])[CH:22]=3)=[CH:17][CH:18]=2)=[C:7]([C:5]([OH:6])=[O:4])[CH2:8]1)=[O:36])([CH3:41])([CH3:39])[CH3:40]. (6) Given the reactants [C:1](Cl)(Cl)=[O:2].[NH2:5][C:6]1[CH:11]=[CH:10][CH:9]=[C:8]([Cl:12])[N:7]=1.C(N(CC)C(C)C)(C)C.[C:22]([OH:26])([CH3:25])([CH3:24])[CH3:23].[OH-].[Na+], predict the reaction product. The product is: [C:22]([O:26][C:1](=[O:2])[NH:5][C:6]1[CH:11]=[CH:10][CH:9]=[C:8]([Cl:12])[N:7]=1)([CH3:25])([CH3:24])[CH3:23]. (7) Given the reactants OC1C2C(=C(N)C=CC=2)N=C(C(O)=O)C=1.C[O:17][C:18]([C:20]1[C:29]([CH2:30][CH2:31][C:32]2[CH:37]=[CH:36][CH:35]=[CH:34][CH:33]=2)=[C:28]([OH:38])[C:27]2[C:22](=[C:23]([NH2:39])[CH:24]=[CH:25][CH:26]=2)[N:21]=1)=[O:19], predict the reaction product. The product is: [C:32]1([CH2:31][CH2:30][C:29]2[C:20]([C:18]([OH:19])=[O:17])=[N:21][C:22]3[C:27]([C:28]=2[OH:38])=[CH:26][CH:25]=[CH:24][C:23]=3[NH2:39])[CH:33]=[CH:34][CH:35]=[CH:36][CH:37]=1. (8) Given the reactants [C:1]([O:5][C:6]([N:8]1[CH2:13][CH2:12][CH:11]([O:14][C:15]2[C:20]([CH3:21])=[CH:19][C:18]([N+:22]([O-])=O)=[CH:17][C:16]=2[CH3:25])[CH2:10][CH2:9]1)=[O:7])([CH3:4])([CH3:3])[CH3:2], predict the reaction product. The product is: [C:1]([O:5][C:6]([N:8]1[CH2:13][CH2:12][CH:11]([O:14][C:15]2[C:16]([CH3:25])=[CH:17][C:18]([NH2:22])=[CH:19][C:20]=2[CH3:21])[CH2:10][CH2:9]1)=[O:7])([CH3:4])([CH3:3])[CH3:2]. (9) Given the reactants [CH3:1][C:2]1([CH:11]=[CH2:12])[O:6][CH:5]([C:7]([OH:10])([CH3:9])[CH3:8])[CH2:4][CH2:3]1, predict the reaction product. The product is: [CH2:11]([C:2]1([CH3:1])[O:6][CH:5]([C:7]([OH:10])([CH3:9])[CH3:8])[CH2:4][CH2:3]1)[CH3:12].